Regression. Given two drug SMILES strings and cell line genomic features, predict the synergy score measuring deviation from expected non-interaction effect. From a dataset of NCI-60 drug combinations with 297,098 pairs across 59 cell lines. (1) Drug 1: C1=CC(=CC=C1CC(C(=O)O)N)N(CCCl)CCCl.Cl. Drug 2: CC(C)(C#N)C1=CC(=CC(=C1)CN2C=NC=N2)C(C)(C)C#N. Cell line: CCRF-CEM. Synergy scores: CSS=37.9, Synergy_ZIP=-0.574, Synergy_Bliss=-3.62, Synergy_Loewe=-7.15, Synergy_HSA=-4.25. (2) Drug 1: CC1CCC2CC(C(=CC=CC=CC(CC(C(=O)C(C(C(=CC(C(=O)CC(OC(=O)C3CCCCN3C(=O)C(=O)C1(O2)O)C(C)CC4CCC(C(C4)OC)OCCO)C)C)O)OC)C)C)C)OC. Drug 2: COC1=C2C(=CC3=C1OC=C3)C=CC(=O)O2. Cell line: U251. Synergy scores: CSS=6.62, Synergy_ZIP=0.740, Synergy_Bliss=7.55, Synergy_Loewe=-5.73, Synergy_HSA=1.30. (3) Drug 1: CCC1(CC2CC(C3=C(CCN(C2)C1)C4=CC=CC=C4N3)(C5=C(C=C6C(=C5)C78CCN9C7C(C=CC9)(C(C(C8N6C=O)(C(=O)OC)O)OC(=O)C)CC)OC)C(=O)OC)O.OS(=O)(=O)O. Drug 2: CC1=C(N=C(N=C1N)C(CC(=O)N)NCC(C(=O)N)N)C(=O)NC(C(C2=CN=CN2)OC3C(C(C(C(O3)CO)O)O)OC4C(C(C(C(O4)CO)O)OC(=O)N)O)C(=O)NC(C)C(C(C)C(=O)NC(C(C)O)C(=O)NCCC5=NC(=CS5)C6=NC(=CS6)C(=O)NCCC[S+](C)C)O. Cell line: HS 578T. Synergy scores: CSS=24.1, Synergy_ZIP=0.392, Synergy_Bliss=0.805, Synergy_Loewe=-1.52, Synergy_HSA=1.53. (4) Drug 1: CC1C(C(CC(O1)OC2CC(CC3=C2C(=C4C(=C3O)C(=O)C5=C(C4=O)C(=CC=C5)OC)O)(C(=O)C)O)N)O.Cl. Drug 2: B(C(CC(C)C)NC(=O)C(CC1=CC=CC=C1)NC(=O)C2=NC=CN=C2)(O)O. Cell line: NCI-H226. Synergy scores: CSS=14.5, Synergy_ZIP=-2.39, Synergy_Bliss=2.40, Synergy_Loewe=1.94, Synergy_HSA=1.38. (5) Drug 1: C1=NC2=C(N=C(N=C2N1C3C(C(C(O3)CO)O)F)Cl)N. Drug 2: CC1CCCC2(C(O2)CC(NC(=O)CC(C(C(=O)C(C1O)C)(C)C)O)C(=CC3=CSC(=N3)C)C)C. Cell line: T-47D. Synergy scores: CSS=25.6, Synergy_ZIP=0.874, Synergy_Bliss=-1.60, Synergy_Loewe=-15.7, Synergy_HSA=-5.02. (6) Drug 1: C1=CC(=CC=C1CC(C(=O)O)N)N(CCCl)CCCl.Cl. Drug 2: CC1=C(N=C(N=C1N)C(CC(=O)N)NCC(C(=O)N)N)C(=O)NC(C(C2=CN=CN2)OC3C(C(C(C(O3)CO)O)O)OC4C(C(C(C(O4)CO)O)OC(=O)N)O)C(=O)NC(C)C(C(C)C(=O)NC(C(C)O)C(=O)NCCC5=NC(=CS5)C6=NC(=CS6)C(=O)NCCC[S+](C)C)O. Cell line: SN12C. Synergy scores: CSS=9.52, Synergy_ZIP=-3.09, Synergy_Bliss=2.14, Synergy_Loewe=1.08, Synergy_HSA=1.20.